This data is from Full USPTO retrosynthesis dataset with 1.9M reactions from patents (1976-2016). The task is: Predict the reactants needed to synthesize the given product. Given the product [ClH:33].[CH:1]1([C:4]2[N:5]=[C:6]3[CH:11]=[CH:10][C:9]([NH:12][C:30](=[O:31])[C:27]4[CH:26]=[CH:25][C:24]([C:21]5[CH:22]=[N:23][C:18]([F:17])=[CH:19][CH:20]=5)=[CH:29][CH:28]=4)=[CH:8][N:7]3[C:15]=2[CH3:16])[CH2:3][CH2:2]1, predict the reactants needed to synthesize it. The reactants are: [CH:1]1([C:4]2[N:5]=[C:6]3[CH:11]=[CH:10][C:9]([N+:12]([O-])=O)=[CH:8][N:7]3[C:15]=2[CH3:16])[CH2:3][CH2:2]1.[F:17][C:18]1[N:23]=[CH:22][C:21]([C:24]2[CH:29]=[CH:28][C:27]([C:30](O)=[O:31])=[CH:26][CH:25]=2)=[CH:20][CH:19]=1.[ClH:33].C(OCC)(=O)C.